This data is from Peptide-MHC class I binding affinity with 185,985 pairs from IEDB/IMGT. The task is: Regression. Given a peptide amino acid sequence and an MHC pseudo amino acid sequence, predict their binding affinity value. This is MHC class I binding data. (1) The peptide sequence is AYHPQQFIY. The MHC is HLA-B08:01 with pseudo-sequence HLA-B08:01. The binding affinity (normalized) is 0. (2) The peptide sequence is TSRYWEPEFY. The MHC is HLA-A30:02 with pseudo-sequence HLA-A30:02. The binding affinity (normalized) is 0.628. (3) The peptide sequence is VPRLGDKTF. The MHC is HLA-A30:01 with pseudo-sequence HLA-A30:01. The binding affinity (normalized) is 0.0847. (4) The MHC is HLA-A02:01 with pseudo-sequence HLA-A02:01. The binding affinity (normalized) is 0.723. The peptide sequence is FLFGDDDAL. (5) The peptide sequence is GEYKSYCKL. The binding affinity (normalized) is 0.640. The MHC is HLA-B40:01 with pseudo-sequence HLA-B40:01.